From a dataset of Forward reaction prediction with 1.9M reactions from USPTO patents (1976-2016). Predict the product of the given reaction. (1) The product is: [CH3:1][C:2]1([NH:5][C:6]2[N:11]=[C:10]([S:12][CH3:13])[C:9]([C:14]([NH2:15])=[O:16])=[CH:8][N:7]=2)[CH2:4][CH2:3]1. Given the reactants [CH3:1][C:2]1([NH:5][C:6]2[N:11]=[C:10]([S:12][CH3:13])[C:9]([C:14]#[N:15])=[CH:8][N:7]=2)[CH2:4][CH2:3]1.[OH-:16].[Na+].OO, predict the reaction product. (2) Given the reactants [Cl:1][C:2]1[CH:7]=[C:6]([O:8][CH2:9][CH3:10])[CH:5]=[CH:4][C:3]=1[N:11]1[CH:15]=[CH:14][C:13]([NH2:16])=[N:12]1.[O:17]=[C:18]1[N:22]2[CH2:23][CH2:24][C@H:25]([CH2:27][C:28](O)=[O:29])[CH2:26][C@@H:21]2[CH2:20][O:19]1, predict the reaction product. The product is: [Cl:1][C:2]1[CH:7]=[C:6]([O:8][CH2:9][CH3:10])[CH:5]=[CH:4][C:3]=1[N:11]1[CH:15]=[CH:14][C:13]([NH:16][C:28](=[O:29])[CH2:27][C@H:25]2[CH2:24][CH2:23][N:22]3[C:18](=[O:17])[O:19][CH2:20][C@H:21]3[CH2:26]2)=[N:12]1.